Dataset: Reaction yield outcomes from USPTO patents with 853,638 reactions. Task: Predict the reaction yield, written as a fraction of the theoretical maximum amount of product (1.0 means a 100% yield; for example, 0.34 means a 34% yield). The product is [CH:33]1([S:39][C:2]2[C:7]3[N:8]=[C:9]([NH:12][C:13]4[CH:18]=[CH:17][C:16]([C:19]5[CH:20]=[N:21][N:22]([CH3:24])[CH:23]=5)=[CH:15][C:14]=4[O:25][CH3:26])[N:10]=[CH:11][C:6]=3[CH:5]=[CH:4][N:3]=2)[CH2:38][CH2:37][CH2:36][CH2:35][CH2:34]1. The reactants are Cl[C:2]1[C:7]2[N:8]=[C:9]([NH:12][C:13]3[CH:18]=[CH:17][C:16]([C:19]4[CH:20]=[N:21][N:22]([CH3:24])[CH:23]=4)=[CH:15][C:14]=3[O:25][CH3:26])[N:10]=[CH:11][C:6]=2[CH:5]=[CH:4][N:3]=1.C(=O)([O-])[O-].[K+].[K+].[CH:33]1([SH:39])[CH2:38][CH2:37][CH2:36][CH2:35][CH2:34]1. The yield is 0.940. The catalyst is CN(C=O)C.